From a dataset of Catalyst prediction with 721,799 reactions and 888 catalyst types from USPTO. Predict which catalyst facilitates the given reaction. Reactant: [CH:1]1[C:10]2[C:5](=[CH:6][CH:7]=[CH:8][CH:9]=2)[CH:4]=[CH:3][C:2]=1[CH2:11][S:12]([O-:15])(=O)=[O:13].[Na+].S(Cl)([Cl:19])=O.CCCCCC.CCOC(C)=O. Product: [CH:1]1[C:10]2[C:5](=[CH:6][CH:7]=[CH:8][CH:9]=2)[CH:4]=[CH:3][C:2]=1[CH2:11][S:12]([Cl:19])(=[O:15])=[O:13]. The catalyst class is: 59.